Task: Predict the reaction yield, written as a fraction of the theoretical maximum amount of product (1.0 means a 100% yield; for example, 0.34 means a 34% yield).. Dataset: Reaction yield outcomes from USPTO patents with 853,638 reactions (1) The product is [CH2:1]([C:8]1[C:9](=[O:16])[NH:10][C:11]([S:15][CH2:23][CH3:24])=[N:12][C:13]=1[CH3:14])[C:2]1[CH:3]=[CH:4][CH:5]=[CH:6][CH:7]=1. The reactants are [CH2:1]([C:8]1[C:9](=[O:16])[NH:10][C:11](=[S:15])[NH:12][C:13]=1[CH3:14])[C:2]1[CH:7]=[CH:6][CH:5]=[CH:4][CH:3]=1.C(=O)([O-])[O-].[K+].[K+].[CH2:23](I)[CH3:24]. The yield is 0.970. The catalyst is CN(C)C=O. (2) The reactants are [Cl:1][C:2]1[CH:7]=[CH:6][C:5]([C:8](=[O:18])[CH:9]([C:11]2[CH:16]=[CH:15][C:14]([Cl:17])=[CH:13][CH:12]=2)[OH:10])=[CH:4][CH:3]=1.[N+]([O-])(O)=O. The catalyst is O. The product is [Cl:1][C:2]1[CH:3]=[CH:4][C:5]([C:8](=[O:18])[C:9]([C:11]2[CH:16]=[CH:15][C:14]([Cl:17])=[CH:13][CH:12]=2)=[O:10])=[CH:6][CH:7]=1. The yield is 0.450. (3) The reactants are C(OC(=O)[C:7]([C:20]#[N:21])=[CH:8][NH:9][C:10]1[CH:15]=[CH:14][C:13]([Br:16])=[CH:12][C:11]=1[C:17](=O)[CH3:18])(C)(C)C.CC([O-])(C)C.[K+].C(O)(C)(C)C. The catalyst is ClC1C=CC=CC=1Cl.C(N(C(C)C)CC)(C)C. The product is [Br:16][C:13]1[CH:12]=[C:11]2[C:10](=[CH:15][CH:14]=1)[N:9]=[CH:8][C:7]([C:20]#[N:21])=[C:17]2[CH3:18]. The yield is 0.930. (4) The reactants are [CH3:1][C:2]1[C:6]([C:7]2[C:16]3[O:15][CH2:14][C@H:13]([C:17]4[CH:22]=[CH:21][CH:20]=[CH:19][N:18]=4)[N:12]4[C:23]([N:25]5[CH2:31][CH2:30][CH2:29][N:28](C(OC(C)(C)C)=O)[CH2:27][CH2:26]5)=[N:24][C:10]([C:11]=34)=[CH:9][CH:8]=2)=[C:5]([CH3:39])[O:4][N:3]=1.Cl. The catalyst is O1CCOCC1. The product is [N:25]1([C:23]2[N:12]3[C@@H:13]([C:17]4[CH:22]=[CH:21][CH:20]=[CH:19][N:18]=4)[CH2:14][O:15][C:16]4=[C:11]3[C:10](=[CH:9][CH:8]=[C:7]4[C:6]3[C:2]([CH3:1])=[N:3][O:4][C:5]=3[CH3:39])[N:24]=2)[CH2:31][CH2:30][CH2:29][NH:28][CH2:27][CH2:26]1. The yield is 0.660. (5) The reactants are [C:1]([C:5]1[O:9][N:8]=[C:7]([NH:10][C:11]([NH:13][C:14]2[CH:19]=[CH:18][CH:17]=[C:16]([OH:20])[CH:15]=2)=[O:12])[CH:6]=1)([CH3:4])([CH3:3])[CH3:2].Cl[C:22]1[C:31]2[C:26](=[CH:27][CH:28]=[C:29]([I:32])[CH:30]=2)[N:25]=[CH:24][N:23]=1.C([O-])([O-])=O.[Cs+].[Cs+]. The product is [C:1]([C:5]1[O:9][N:8]=[C:7]([NH:10][C:11]([NH:13][C:14]2[CH:19]=[CH:18][CH:17]=[C:16]([O:20][C:22]3[C:31]4[C:26](=[CH:27][CH:28]=[C:29]([I:32])[CH:30]=4)[N:25]=[CH:24][N:23]=3)[CH:15]=2)=[O:12])[CH:6]=1)([CH3:4])([CH3:2])[CH3:3]. The catalyst is C(O)(C)C. The yield is 0.690. (6) The reactants are [NH2:1][C:2]1[C:3]([CH3:9])=[CH:4][C:5]([OH:8])=[CH:6][CH:7]=1.[H-].[Na+].[CH2:12](Br)[C:13]1[CH:18]=[CH:17][CH:16]=[CH:15][CH:14]=1.O. The catalyst is CS(C)=O.CCCCCC.C(OCC)(=O)C.C(OCC)C.O1CCCC1. The product is [CH2:12]([O:8][C:5]1[CH:6]=[CH:7][C:2]([NH2:1])=[C:3]([CH3:9])[CH:4]=1)[C:13]1[CH:18]=[CH:17][CH:16]=[CH:15][CH:14]=1. The yield is 0.756. (7) The reactants are [N+:1]([O-:4])(O)=[O:2].[N:5]1[CH:10]=[CH:9][CH:8]=[C:7]([C:11]2[CH:16]=[CH:15][C:14]([OH:17])=[CH:13][CH:12]=2)[CH:6]=1.O.[OH-].[Na+]. The catalyst is C(O)(=O)C. The product is [N+:1]([C:13]1[CH:12]=[C:11]([C:7]2[CH:6]=[N:5][CH:10]=[CH:9][CH:8]=2)[CH:16]=[CH:15][C:14]=1[OH:17])([O-:4])=[O:2]. The yield is 0.430. (8) The reactants are [OH:1][C:2]1[CH:7]=[CH:6][C:5]([CH2:8][CH:9]2[CH2:14][CH2:13][C:12](=[O:15])[CH2:11][CH2:10]2)=[CH:4][CH:3]=1.CCN(CC)CC.[C:23](Cl)(=[O:25])[CH3:24].Cl. The catalyst is C(Cl)Cl. The product is [C:23]([O:1][C:2]1[CH:3]=[CH:4][C:5]([CH2:8][CH:9]2[CH2:14][CH2:13][C:12](=[O:15])[CH2:11][CH2:10]2)=[CH:6][CH:7]=1)(=[O:25])[CH3:24]. The yield is 0.780. (9) The reactants are [NH2:1][C@@H:2]1[CH2:6][CH2:5][N:4]([CH:7]2[CH2:13][CH2:12][CH2:11][N:10]([C:14]([O:16][CH2:17][C:18]3[CH:23]=[CH:22][CH:21]=[CH:20][CH:19]=3)=[O:15])[CH2:9][CH2:8]2)[CH2:3]1.[F:24][C:25]([F:40])([F:39])[C:26]1[CH:27]=[C:28]([CH:36]=[CH:37][CH:38]=1)[C:29]([NH:31][CH2:32][C:33](O)=[O:34])=[O:30].C1C=CC2N(O)N=NC=2C=1.CCN=C=NCCCN(C)C.C(N(CC)CC)C.C([O-])(O)=O.[Na+]. The catalyst is C(Cl)Cl. The product is [F:24][C:25]([F:39])([F:40])[C:26]1[CH:27]=[C:28]([CH:36]=[CH:37][CH:38]=1)[C:29]([NH:31][CH2:32][C:33]([NH:1][C@@H:2]1[CH2:6][CH2:5][N:4]([CH:7]2[CH2:13][CH2:12][CH2:11][N:10]([C:14]([O:16][CH2:17][C:18]3[CH:19]=[CH:20][CH:21]=[CH:22][CH:23]=3)=[O:15])[CH2:9][CH2:8]2)[CH2:3]1)=[O:34])=[O:30]. The yield is 0.570.